This data is from Forward reaction prediction with 1.9M reactions from USPTO patents (1976-2016). The task is: Predict the product of the given reaction. Given the reactants [CH2:1]([O:8][C:9]1[CH:14]=[CH:13][C:12]([NH:15][C:16]2[C:25]3[C:20](=[CH:21][CH:22]=[C:23]([C:26]4OC(C=O)=[CH:28][CH:27]=4)[CH:24]=3)[N:19]=[CH:18][N:17]=2)=[CH:11][C:10]=1[C:33]([F:36])([F:35])[F:34])[C:2]1[CH:7]=[CH:6][CH:5]=[CH:4][CH:3]=1.[CH3:37][S:38]([CH2:41][CH2:42][NH2:43])(=[O:40])=[O:39].[C:44]([OH:47])(=O)[CH3:45].C([BH3-])#N.[Na+], predict the reaction product. The product is: [F:36][C:33]([F:34])([F:35])[C:10]1[CH:11]=[C:12]([NH:15][C:16]2[C:25]3[C:20](=[CH:21][CH:22]=[C:23]([C:26]4[CH:27]=[CH:28][O:47][C:44]=4[CH2:45][NH:43][CH2:42][CH2:41][S:38]([CH3:37])(=[O:40])=[O:39])[CH:24]=3)[N:19]=[CH:18][N:17]=2)[CH:13]=[CH:14][C:9]=1[O:8][CH2:1][C:2]1[CH:3]=[CH:4][CH:5]=[CH:6][CH:7]=1.